Regression/Classification. Given a drug SMILES string, predict its absorption, distribution, metabolism, or excretion properties. Task type varies by dataset: regression for continuous measurements (e.g., permeability, clearance, half-life) or binary classification for categorical outcomes (e.g., BBB penetration, CYP inhibition). Dataset: cyp2d6_veith. From a dataset of CYP2D6 inhibition data for predicting drug metabolism from PubChem BioAssay. (1) The compound is CC(C)=CCNc1ncnc2nc[nH]c12. The result is 0 (non-inhibitor). (2) The drug is Cn1c(=O)c(CCc2ccccc2)nc2cnc(OCc3ccccc3)nc21. The result is 0 (non-inhibitor). (3) The compound is Cc1ccccc1Cn1nc(C)c(NC(=O)c2sc3ccccc3c2Cl)c1C. The result is 0 (non-inhibitor).